Dataset: Reaction yield outcomes from USPTO patents with 853,638 reactions. Task: Predict the reaction yield, written as a fraction of the theoretical maximum amount of product (1.0 means a 100% yield; for example, 0.34 means a 34% yield). (1) The reactants are [F:1][C:2]1[CH:10]=[CH:9][CH:8]=[CH:7][C:3]=1[C:4]([OH:6])=O.C(Cl)CCl.C1C=CC2N(O)N=NC=2C=1.CCN(CC)CC.[NH2:32][CH:33]1[CH2:38][CH2:37][N:36]([C:39]([C:41]2[C:49]3[C:44](=[CH:45][C:46]([Cl:50])=[CH:47][CH:48]=3)[NH:43][CH:42]=2)=[O:40])[CH2:35][CH2:34]1. The catalyst is C(Cl)Cl. The product is [Cl:50][C:46]1[CH:45]=[C:44]2[C:49]([C:41]([C:39]([N:36]3[CH2:35][CH2:34][CH:33]([NH:32][C:4](=[O:6])[C:3]4[CH:7]=[CH:8][CH:9]=[CH:10][C:2]=4[F:1])[CH2:38][CH2:37]3)=[O:40])=[CH:42][NH:43]2)=[CH:48][CH:47]=1. The yield is 0.570. (2) The reactants are [Cl:1][C:2]1[CH:7]=[CH:6][C:5]([N:8]2[C:17](=[O:18])[C:16]3[C:11](=[CH:12][CH:13]=[CH:14][CH:15]=3)[N:10]=[C:9]2[C:19]2[CH:24]=[CH:23][C:22]([N+]([O-])=O)=[C:21](/[CH:28]=[CH:29]/[N:30](C)C)[CH:20]=2)=[CH:4][CH:3]=1.[OH-].[Na+]. The catalyst is CC(O)=O.[Zn]. The product is [Cl:1][C:2]1[CH:3]=[CH:4][C:5]([N:8]2[C:17](=[O:18])[C:16]3[C:11](=[CH:12][CH:13]=[CH:14][CH:15]=3)[N:10]=[C:9]2[C:19]2[CH:20]=[C:21]3[C:22](=[CH:23][CH:24]=2)[NH:30][CH:29]=[CH:28]3)=[CH:6][CH:7]=1. The yield is 0.390. (3) The reactants are [CH3:1][O:2][C:3]([NH:5][C@H:6]([C:60]1[CH:65]=[CH:64][CH:63]=[CH:62][CH:61]=1)[C:7]([N:9]1[CH2:13][C@@H:12]([CH2:14][O:15][CH3:16])[CH2:11][C@H:10]1[C:17]1[NH:18][C:19]([C:22]2[CH:27]=[C:26]3[CH2:28][O:29][C:30]4[CH:59]=[C:58]5[C:33]([CH:34]=[CH:35][C:36]6[N:40]=[C:39]([C@@H:41]7[CH2:45][CH2:44][C@H:43]([CH3:46])[N:42]7[C:47](=[O:57])[C@@H:48]([NH:52][C:53](=[O:56])[O:54][CH3:55])[CH:49]([CH3:51])[CH3:50])[NH:38][C:37]=65)=[CH:32][C:31]=4[C:25]3=[CH:24][CH:23]=2)=[CH:20][N:21]=1)=[O:8])=[O:4].[Cr](Cl)([O-])(=O)=[O:67].[NH+]1C=CC=CC=1. The catalyst is C(Cl)Cl.CO. The product is [CH3:55][O:54][C:53]([NH:52][C@@H:48]([CH:49]([CH3:51])[CH3:50])[C:47]([N:42]1[C@@H:43]([CH3:46])[CH2:44][CH2:45][C@H:41]1[C:39]1[NH:38][C:37]2[C:58]3[C:33]([CH:34]=[CH:35][C:36]=2[N:40]=1)=[CH:32][C:31]1[C:25]2[C:26]([C:28](=[O:67])[O:29][C:30]=1[CH:59]=3)=[CH:27][C:22]([C:19]1[NH:18][C:17]([C@@H:10]3[CH2:11][C@H:12]([CH2:14][O:15][CH3:16])[CH2:13][N:9]3[C:7](=[O:8])[C@H:6]([NH:5][C:3](=[O:4])[O:2][CH3:1])[C:60]3[CH:61]=[CH:62][CH:63]=[CH:64][CH:65]=3)=[N:21][CH:20]=1)=[CH:23][CH:24]=2)=[O:57])=[O:56]. The yield is 0.390. (4) The reactants are Cl.Cl.[NH2:3][C@@H:4]1[CH2:9][CH2:8][C@H:7]([N:10]2[C:15](=[O:16])[C:14]3[CH:17]=[C:18]([F:21])[CH:19]=[N:20][C:13]=3[N:12]([C:22]3[CH:23]=[C:24]([C:28]4[CH:33]=[CH:32][C:31]([CH2:34][N:35]([CH3:37])[CH3:36])=[CH:30][CH:29]=4)[CH:25]=[CH:26][CH:27]=3)[C:11]2=[O:38])[CH2:6][CH2:5]1.C(N(CC)C(C)C)(C)C.[C:48](Cl)(=[O:50])[CH3:49]. The catalyst is ClCCl. The product is [CH3:37][N:35]([CH2:34][C:31]1[CH:30]=[CH:29][C:28]([C:24]2[CH:25]=[CH:26][CH:27]=[C:22]([N:12]3[C:13]4[N:20]=[CH:19][C:18]([F:21])=[CH:17][C:14]=4[C:15](=[O:16])[N:10]([C@@H:7]4[CH2:8][CH2:9][C@H:4]([NH:3][C:48](=[O:50])[CH3:49])[CH2:5][CH2:6]4)[C:11]3=[O:38])[CH:23]=2)=[CH:33][CH:32]=1)[CH3:36]. The yield is 0.240. (5) The reactants are [CH:1]([C:3]1[CH:12]=[CH:11][C:6]([C:7]([O:9][CH3:10])=[O:8])=[CH:5][N:4]=1)=O.[NH:13]1[CH2:18][CH2:17][O:16][CH2:15][CH2:14]1.[BH-](OC(C)=O)(OC(C)=O)OC(C)=O.[Na+]. The catalyst is C(Cl)Cl. The product is [N:13]1([CH2:1][C:3]2[N:4]=[CH:5][C:6]([C:7]([O:9][CH3:10])=[O:8])=[CH:11][CH:12]=2)[CH2:18][CH2:17][O:16][CH2:15][CH2:14]1. The yield is 0.910. (6) The reactants are [Cl:1][C:2]1[NH:10][C:9]2[C:8](=[O:11])[N:7]([CH2:12][CH2:13][CH2:14][OH:15])[C:6](=[O:16])[N:5]([CH2:17][CH2:18][CH2:19][CH2:20][CH3:21])[C:4]=2[N:3]=1.C1N=CN([C:27]([N:29]2C=N[CH:31]=[CH:30]2)=[O:28])C=1.[CH3:34][C:35]1[CH:36]=[C:37](C=C[CH:42]=1)[CH2:38]N.CNCC1C=CC=CC=1. The catalyst is C(Cl)Cl. The product is [CH3:42][C:35]1[CH:34]=[C:31]([CH2:30][NH:29][C:27](=[O:28])[O:15][CH2:14][CH2:13][CH2:12][N:7]2[C:8](=[O:11])[C:9]3[NH:10][C:2]([Cl:1])=[N:3][C:4]=3[N:5]([CH2:17][CH2:18][CH2:19][CH2:20][CH3:21])[C:6]2=[O:16])[CH:38]=[CH:37][CH:36]=1. The yield is 0.570. (7) The reactants are Br[C:2]1[CH:3]=[C:4]([N:32]2[CH2:36][CH2:35][C@H:34]([NH:37]C(=O)OC(C)(C)C)[CH2:33]2)[CH:5]=[CH:6][C:7]=1[N:8]([CH2:24][O:25][CH2:26][CH2:27][Si:28]([CH3:31])([CH3:30])[CH3:29])[C:9]([C:11]1[S:12][C:13]([C:16]2[CH:21]=[CH:20][C:19]([O:22][CH3:23])=[CH:18][CH:17]=2)=[CH:14][CH:15]=1)=[O:10]. The catalyst is CC(C)([P](C(C)(C)C)([Pd][P](C(C)(C)C)(C(C)(C)C)C(C)(C)C)C(C)(C)C)C. The product is [NH2:37][C@H:34]1[CH2:35][CH2:36][N:32]([C:4]2[CH:3]=[CH:2][C:7]3[N:8]([CH2:24][O:25][CH2:26][CH2:27][Si:28]([CH3:30])([CH3:31])[CH3:29])[C:9](=[O:10])[C:11]4[S:12][C:13]([C:16]5[CH:21]=[CH:20][C:19]([O:22][CH3:23])=[CH:18][CH:17]=5)=[CH:14][C:15]=4[C:6]=3[CH:5]=2)[CH2:33]1. The yield is 0.140. (8) The reactants are [C:1]([Si:5]([CH3:14])([CH3:13])[O:6][CH2:7][CH2:8][CH2:9][C@@H:10]1[CH2:12][O:11]1)([CH3:4])([CH3:3])[CH3:2].[NH2:15][C:16]1[CH:17]=[CH:18][C:19]2[O:24][CH2:23][C:22](=[O:25])[NH:21][C:20]=2[CH:26]=1. The catalyst is CCO.O. The product is [C:1]([Si:5]([CH3:14])([CH3:13])[O:6][CH2:7][CH2:8][CH2:9][C@@H:10]([OH:11])[CH2:12][NH:15][C:16]1[CH:17]=[CH:18][C:19]2[O:24][CH2:23][C:22](=[O:25])[NH:21][C:20]=2[CH:26]=1)([CH3:4])([CH3:3])[CH3:2]. The yield is 0.390. (9) The reactants are [F:1][C:2]1[N:7]=[CH:6][C:5]([N:8]2[C:12]([CH3:13])=[C:11]([C:14]([OH:16])=O)[N:10]=[N:9]2)=[CH:4][CH:3]=1.FC1N=CC(N2C(C)=C(C(OCC)=O)N=N2)=CC=1.[Cl:35][C:36]1[CH:37]=[C:38]([CH:40]=[CH:41][CH:42]=1)[NH2:39].CCN(C(C)C)C(C)C.C1C=NC2N(O)N=NC=2C=1.CN(C(ON1N=NC2C=CC=NC1=2)=[N+](C)C)C.F[P-](F)(F)(F)(F)F. The catalyst is CN1CCCC1=O. The product is [Cl:35][C:36]1[CH:37]=[C:38]([NH:39][C:14]([C:11]2[N:10]=[N:9][N:8]([C:5]3[CH:6]=[N:7][C:2]([F:1])=[CH:3][CH:4]=3)[C:12]=2[CH3:13])=[O:16])[CH:40]=[CH:41][CH:42]=1. The yield is 0.547. (10) The reactants are [CH3:1][O:2][C:3]([CH:5]1[CH2:10][CH2:9][CH:8]([C:11]#[N:12])[CH2:7][CH2:6]1)=[O:4].[OH:13][NH2:14].C(N(CC)CC)C.Cl.ON. The catalyst is CS(C)=O. The product is [CH3:1][O:2][C:3]([CH:5]1[CH2:10][CH2:9][CH:8]([C:11](=[NH:12])[NH:14][OH:13])[CH2:7][CH2:6]1)=[O:4]. The yield is 0.600.